Dataset: Catalyst prediction with 721,799 reactions and 888 catalyst types from USPTO. Task: Predict which catalyst facilitates the given reaction. (1) Reactant: C([O:3][C:4](=[O:14])[CH:5]=[CH:6][C:7]1[CH:12]=[CH:11][C:10]([I:13])=[CH:9][CH:8]=1)C.O.[OH-].[Li+]. Product: [I:13][C:10]1[CH:9]=[CH:8][C:7]([CH:6]=[CH:5][C:4]([OH:14])=[O:3])=[CH:12][CH:11]=1. The catalyst class is: 364. (2) Reactant: C(OC([NH:8][C@@H:9]1[CH2:13][CH2:12][C@@H:11]([C:14](O)=O)[CH2:10]1)=O)(C)(C)C.CCN(C(C)C)C(C)C.COC1C=CC(C[S:33][C:34]2[CH:35]=[C:36]([C:41]3[CH:46]=[CH:45][CH:44]=[CH:43][CH:42]=3)[CH:37]=[CH:38][C:39]=2[NH2:40])=CC=1.CN(C(ON1N=NC2C=CC=NC1=2)=[N+](C)C)C.F[P-](F)(F)(F)(F)F. Product: [C:41]1([C:36]2[CH:37]=[CH:38][C:39]3[N:40]=[C:14]([CH:11]4[CH2:12][CH2:13][CH:9]([NH2:8])[CH2:10]4)[S:33][C:34]=3[CH:35]=2)[CH:42]=[CH:43][CH:44]=[CH:45][CH:46]=1. The catalyst class is: 3.